This data is from Forward reaction prediction with 1.9M reactions from USPTO patents (1976-2016). The task is: Predict the product of the given reaction. (1) Given the reactants [N:1]1[N:2]=[C:3]([C:10]2[CH:19]=[CH:18][C:17]3[C:12](=[C:13]([O:20][C:21]4[CH:26]=[CH:25][N:24]=[C:23](Cl)[CH:22]=4)[CH:14]=[CH:15][CH:16]=3)[N:11]=2)[N:4]2[CH:9]=[CH:8][CH:7]=[CH:6][C:5]=12.CC(C1C=C(C(C)C)C(C2C=CC=CC=2P(C2CCCCC2)C2CCCCC2)=C(C(C)C)C=1)C.[Li+].C[Si]([N-:67][Si](C)(C)C)(C)C.Cl, predict the reaction product. The product is: [N:1]1[N:2]=[C:3]([C:10]2[CH:19]=[CH:18][C:17]3[C:12](=[C:13]([O:20][C:21]4[CH:26]=[CH:25][N:24]=[C:23]([NH2:67])[CH:22]=4)[CH:14]=[CH:15][CH:16]=3)[N:11]=2)[N:4]2[CH:9]=[CH:8][CH:7]=[CH:6][C:5]=12. (2) Given the reactants [NH2:1][CH2:2][CH:3]([C:6]1[CH:11]=[CH:10][CH:9]=[CH:8][CH:7]=1)[CH2:4][OH:5].C(N(C(C)C)CC)(C)C.Cl[C:22](Cl)([O:24]C(=O)OC(Cl)(Cl)Cl)Cl, predict the reaction product. The product is: [C:6]1([CH:3]2[CH2:4][O:5][C:22](=[O:24])[NH:1][CH2:2]2)[CH:11]=[CH:10][CH:9]=[CH:8][CH:7]=1. (3) Given the reactants [CH2:1]([O:8][CH2:9][CH2:10][CH2:11][C:12]1[N:17]=[C:16](SC)[N:15]=[C:14]([O:20][C:21](=[O:26])[C:22]([F:25])([F:24])[F:23])[CH:13]=1)[C:2]1[CH:7]=[CH:6][CH:5]=[CH:4][CH:3]=1.O[O:28][S:29]([O-:31])=O.[K+].[CH3:33]O.O, predict the reaction product. The product is: [CH2:1]([O:8][CH2:9][CH2:10][CH2:11][C:12]1[N:17]=[C:16]([S:29]([CH3:33])(=[O:31])=[O:28])[N:15]=[C:14]([O:20][C:21](=[O:26])[C:22]([F:23])([F:25])[F:24])[CH:13]=1)[C:2]1[CH:3]=[CH:4][CH:5]=[CH:6][CH:7]=1. (4) Given the reactants [F:1][C:2]1[CH:7]=[CH:6][C:5]([C:8]2[C:13]([C:14]3[CH:19]=[CH:18][N:17]=[CH:16][CH:15]=3)=[CH:12][C:11]([C:20]#[N:21])=[C:10](O)[N:9]=2)=[CH:4][CH:3]=1.O=P(Cl)(Cl)[Cl:25].N, predict the reaction product. The product is: [Cl:25][C:10]1[N:9]=[C:8]([C:5]2[CH:6]=[CH:7][C:2]([F:1])=[CH:3][CH:4]=2)[C:13]([C:14]2[CH:19]=[CH:18][N:17]=[CH:16][CH:15]=2)=[CH:12][C:11]=1[C:20]#[N:21].